Dataset: Full USPTO retrosynthesis dataset with 1.9M reactions from patents (1976-2016). Task: Predict the reactants needed to synthesize the given product. Given the product [CH3:37][N:36]([CH3:38])[C:29]1[C:30]([C:32]([F:35])([F:33])[F:34])=[CH:31][C:25]2[NH:24][C:23](=[O:39])[CH2:22][C:21]([C:17]3[CH:16]=[C:15]([C:12]4[CH:11]=[CH:10][C:9]([S:6]([NH2:5])(=[O:7])=[O:8])=[CH:14][CH:13]=4)[CH:20]=[CH:19][CH:18]=3)=[N:27][C:26]=2[CH:28]=1, predict the reactants needed to synthesize it. The reactants are: C([NH:5][S:6]([C:9]1[CH:14]=[CH:13][C:12]([C:15]2[CH:20]=[CH:19][CH:18]=[C:17]([C:21]3[CH2:22][C:23](=[O:39])[NH:24][C:25]4[CH:31]=[C:30]([C:32]([F:35])([F:34])[F:33])[C:29]([N:36]([CH3:38])[CH3:37])=[CH:28][C:26]=4[N:27]=3)[CH:16]=2)=[CH:11][CH:10]=1)(=[O:8])=[O:7])(C)(C)C.C(O)(C(F)(F)F)=O.